Dataset: NCI-60 drug combinations with 297,098 pairs across 59 cell lines. Task: Regression. Given two drug SMILES strings and cell line genomic features, predict the synergy score measuring deviation from expected non-interaction effect. (1) Drug 1: CC1CCC2CC(C(=CC=CC=CC(CC(C(=O)C(C(C(=CC(C(=O)CC(OC(=O)C3CCCCN3C(=O)C(=O)C1(O2)O)C(C)CC4CCC(C(C4)OC)OCCO)C)C)O)OC)C)C)C)OC. Drug 2: C1C(C(OC1N2C=NC(=NC2=O)N)CO)O. Cell line: NCI/ADR-RES. Synergy scores: CSS=2.33, Synergy_ZIP=0.0430, Synergy_Bliss=1.17, Synergy_Loewe=2.04, Synergy_HSA=1.67. (2) Drug 1: C1CC(=O)NC(=O)C1N2C(=O)C3=CC=CC=C3C2=O. Drug 2: C1CNP(=O)(OC1)N(CCCl)CCCl. Cell line: SN12C. Synergy scores: CSS=5.55, Synergy_ZIP=-5.38, Synergy_Bliss=-7.94, Synergy_Loewe=-4.37, Synergy_HSA=-3.66.